From a dataset of Reaction yield outcomes from USPTO patents with 853,638 reactions. Predict the reaction yield, written as a fraction of the theoretical maximum amount of product (1.0 means a 100% yield; for example, 0.34 means a 34% yield). (1) The reactants are [Cl:1][C:2]1[N:10]=[CH:9][C:8]([F:11])=[CH:7][C:3]=1[C:4]([NH2:6])=O.CCN(CC)CC.C(OC(C(F)(F)F)=O)(C(F)(F)F)=O. The catalyst is C(Cl)Cl. The product is [Cl:1][C:2]1[N:10]=[CH:9][C:8]([F:11])=[CH:7][C:3]=1[C:4]#[N:6]. The yield is 0.860. (2) The product is [CH3:1][O:2][C:3]1[CH:8]=[C:7]([CH2:9][N:10]2[CH2:14][CH2:13][CH2:12][CH2:11]2)[CH:6]=[CH:5][C:4]=1[O:15][C@H:27]1[CH2:28][C@H:29]([CH2:31][N:32]2[CH2:33][CH2:34][O:35][CH2:36][CH2:37]2)[CH2:30]1. The catalyst is CS(C)=O.[Br-].C([N+](CCCC)(CCCC)CCCC)CCC.CCOC(C)=O. The yield is 0.690. The reactants are [CH3:1][O:2][C:3]1[CH:8]=[C:7]([CH2:9][N:10]2[CH2:14][CH2:13][CH2:12][CH2:11]2)[CH:6]=[CH:5][C:4]=1[OH:15].CC(C)([O-])C.[K+].CS(O[C@H:27]1[CH2:30][C@@H:29]([CH2:31][N:32]2[CH2:37][CH2:36][O:35][CH2:34][CH2:33]2)[CH2:28]1)(=O)=O. (3) The reactants are C[O:2][C:3]([C:5]1[NH:6][N:7]=[C:8]([O:10][CH2:11][C:12]2[C:13]([C:18]3[CH:23]=[CH:22][C:21]([F:24])=[CH:20][N:19]=3)=[N:14][O:15][C:16]=2[CH3:17])[CH:9]=1)=[O:4].COC(C1NN=C(OCC2C(C3C=CC(F)=CC=3)=NOC=2C)C=1)=O. No catalyst specified. The product is [F:24][C:21]1[CH:22]=[CH:23][C:18]([C:13]2[C:12]([CH2:11][O:10][C:8]3[CH:9]=[C:5]([C:3]([OH:4])=[O:2])[NH:6][N:7]=3)=[C:16]([CH3:17])[O:15][N:14]=2)=[N:19][CH:20]=1. The yield is 0.790. (4) The yield is 0.430. The catalyst is C(O)C. The reactants are [CH3:1][O:2][C:3]1[CH:12]=[C:11]([O:13][CH3:14])[CH:10]=[C:9]2[C:4]=1[C:5](=[O:28])[N:6]=[C:7]([C:16]1[CH:21]=[C:20]([CH3:22])[C:19]([O:23]C(=O)C)=[C:18]([CH3:27])[CH:17]=1)[N:8]2[CH3:15].[OH-].[Na+]. The product is [OH:23][C:19]1[C:20]([CH3:22])=[CH:21][C:16]([C:7]2[N:8]([CH3:15])[C:9]3[C:4]([C:5](=[O:28])[N:6]=2)=[C:3]([O:2][CH3:1])[CH:12]=[C:11]([O:13][CH3:14])[CH:10]=3)=[CH:17][C:18]=1[CH3:27]. (5) The yield is 0.920. The product is [Cl:1][C:2]1[N:3]=[C:4]([Cl:21])[C:5]([CH:18]([CH3:19])[CH3:20])=[C:6]([O:8][C:9]2[CH:16]=[C:15]([CH3:17])[CH:14]=[C:11]([CH:12]3[O:24][CH2:23][CH2:22][O:13]3)[CH:10]=2)[N:7]=1. The catalyst is C1(C)C=CC=CC=1.CC(=O)OCC. The reactants are [Cl:1][C:2]1[N:7]=[C:6]([O:8][C:9]2[CH:10]=[C:11]([CH:14]=[C:15]([CH3:17])[CH:16]=2)[CH:12]=[O:13])[C:5]([CH:18]([CH3:20])[CH3:19])=[C:4]([Cl:21])[N:3]=1.[CH2:22](O)[CH2:23][OH:24].C1(C)C=CC(S(O)(=O)=O)=CC=1. (6) The reactants are Br[C:2]1[CH:8]=[CH:7][C:6]([Cl:9])=[CH:5][C:3]=1[NH2:4].C(N(CC)CC)C.[CH3:17][C:18]1([CH3:25])[C:22]([CH3:24])([CH3:23])[O:21][BH:20][O:19]1. The catalyst is O1CCOCC1. The product is [Cl:9][C:6]1[CH:7]=[CH:8][C:2]([B:20]2[O:21][C:22]([CH3:24])([CH3:23])[C:18]([CH3:25])([CH3:17])[O:19]2)=[C:3]([NH2:4])[CH:5]=1. The yield is 0.650. (7) The reactants are [CH3:1][CH:2]1[CH2:7][CH2:6][C:5](=O)[CH2:4][CH2:3]1.[NH:9]1[CH2:14][CH2:13][O:12][CH2:11][CH2:10]1. The catalyst is C1C=CC=CC=1. The product is [CH3:1][CH:2]1[CH2:7][CH2:6][C:5]([N:9]2[CH2:14][CH2:13][O:12][CH2:11][CH2:10]2)=[CH:4][CH2:3]1. The yield is 0.700. (8) The reactants are [S:1]1[C:9]2[C:4](=[N:5][CH:6]=[CH:7][C:8]=2O)[CH:3]=[CH:2]1.P(Cl)(Cl)([Cl:13])=O.[OH-].[Na+]. The catalyst is C(OCC)(=O)C. The product is [Cl:13][C:8]1[CH:7]=[CH:6][N:5]=[C:4]2[CH:3]=[CH:2][S:1][C:9]=12. The yield is 0.660. (9) The reactants are [CH2:1]([CH:8]1[N:13]([C:14]2[CH:19]=[CH:18][CH:17]=[C:16]([N+:20]([O-])=O)[N:15]=2)[CH2:12][CH2:11][N:10]([C:23]2[CH:31]=[C:30]3[C:26]([C:27]([CH2:36][CH3:37])=[N:28][N:29]3[CH:32]3[CH2:35][CH2:34][CH2:33]3)=[CH:25][CH:24]=2)[CH2:9]1)[C:2]1[CH:7]=[CH:6][CH:5]=[CH:4][CH:3]=1.S(S([O-])=O)([O-])=O.[Na+].[Na+]. The catalyst is C1COCC1.O. The product is [CH2:1]([C@H:8]1[CH2:9][N:10]([C:23]2[CH:31]=[C:30]3[C:26]([C:27]([CH2:36][CH3:37])=[N:28][N:29]3[CH:32]3[CH2:35][CH2:34][CH2:33]3)=[CH:25][CH:24]=2)[CH2:11][CH2:12][N:13]1[C:14]1[N:15]=[C:16]([NH2:20])[CH:17]=[CH:18][CH:19]=1)[C:2]1[CH:7]=[CH:6][CH:5]=[CH:4][CH:3]=1. The yield is 0.0200. (10) The reactants are [F:1][C:2]1[CH:3]=[C:4]([N:21]2[CH2:25][C@H:24]([CH2:26][NH:27][C:28](=[O:30])[CH3:29])[O:23][C:22]2=[O:31])[CH:5]=[CH:6][C:7]=1[N:8]1[CH2:13][CH2:12][C:11](O)(COS(C)(=O)=O)[CH2:10][CH2:9]1.[CH2:32]([N:39]1[CH2:44][CH2:43][N:42]([C:45]2[N:46]=[N:47][NH:48][N:49]=2)[CH2:41][CH2:40]1)[C:33]1[CH:38]=[CH:37][CH:36]=[CH:35][CH:34]=1.C([O-])([O-])=O.[K+].[K+]. The catalyst is CN(C)C=O. The product is [CH2:32]([N:39]1[CH2:44][CH2:43][N:42]([C:45]2[N:49]=[N:48][N:47]([CH:11]3[CH2:10][CH2:9][N:8]([C:7]4[CH:6]=[CH:5][C:4]([N:21]5[CH2:25][C@H:24]([CH2:26][NH:27][C:28](=[O:30])[CH3:29])[O:23][C:22]5=[O:31])=[CH:3][C:2]=4[F:1])[CH2:13][CH2:12]3)[N:46]=2)[CH2:41][CH2:40]1)[C:33]1[CH:34]=[CH:35][CH:36]=[CH:37][CH:38]=1. The yield is 0.460.